From a dataset of Catalyst prediction with 721,799 reactions and 888 catalyst types from USPTO. Predict which catalyst facilitates the given reaction. Reactant: C([O:8][C:9]([C:11]1[CH:16]=[CH:15][C:14](=[O:17])[N:13]([CH2:18][C:19]([O:21][CH2:22][CH3:23])=[O:20])[CH:12]=1)=[O:10])C1C=CC=CC=1. Product: [CH2:22]([O:21][C:19]([CH2:18][N:13]1[C:14](=[O:17])[CH:15]=[CH:16][C:11]([C:9]([OH:10])=[O:8])=[CH:12]1)=[O:20])[CH3:23]. The catalyst class is: 63.